Dataset: Reaction yield outcomes from USPTO patents with 853,638 reactions. Task: Predict the reaction yield, written as a fraction of the theoretical maximum amount of product (1.0 means a 100% yield; for example, 0.34 means a 34% yield). (1) The reactants are N[C:2]1[CH:3]=[C:4]([NH:10][C:11]2[C:12]3[S:19][CH:18]=[CH:17][C:13]=3[N:14]=[CH:15][N:16]=2)[CH:5]=[C:6]([O:8][CH3:9])[CH:7]=1.[CH2:20]=O.[C:22]([BH3-])#[N:23].[Na+]. The catalyst is CO.C(O)(=O)C. The product is [CH3:20][N:23]([CH3:22])[C:2]1[CH:3]=[C:4]([NH:10][C:11]2[C:12]3[S:19][CH:18]=[CH:17][C:13]=3[N:14]=[CH:15][N:16]=2)[CH:5]=[C:6]([O:8][CH3:9])[CH:7]=1. The yield is 0.400. (2) The reactants are [CH3:1][O:2][C:3]1[CH:8]=[CH:7][C:6]([CH:9]=[CH:10][C:11]2[CH:16]=[CH:15][C:14]([CH3:17])=[CH:13][C:12]=2[N+:18]([O-])=O)=[CH:5][CH:4]=1.[H][H]. The catalyst is [Pd].C(O)C. The product is [CH3:1][O:2][C:3]1[CH:4]=[CH:5][C:6]([CH2:9][CH2:10][C:11]2[CH:16]=[CH:15][C:14]([CH3:17])=[CH:13][C:12]=2[NH2:18])=[CH:7][CH:8]=1. The yield is 0.970.